The task is: Predict the reactants needed to synthesize the given product.. This data is from Full USPTO retrosynthesis dataset with 1.9M reactions from patents (1976-2016). Given the product [CH3:1][O:2][C:3]([C:4]1[CH:9]=[C:8]([O:10][CH3:11])[C:7]2[O:12][CH2:29][CH2:28][N:13]([S:14]([C:17]3[CH:22]=[C:21]([Cl:23])[CH:20]=[CH:19][C:18]=3[O:24][CH3:25])(=[O:16])=[O:15])[C:6]=2[CH:5]=1)=[O:26], predict the reactants needed to synthesize it. The reactants are: [CH3:1][O:2][C:3](=[O:26])[C:4]1[CH:9]=[C:8]([O:10][CH3:11])[C:7]([OH:12])=[C:6]([NH:13][S:14]([C:17]2[CH:22]=[C:21]([Cl:23])[CH:20]=[CH:19][C:18]=2[O:24][CH3:25])(=[O:16])=[O:15])[CH:5]=1.Br[CH2:28][CH2:29]Br.